This data is from Full USPTO retrosynthesis dataset with 1.9M reactions from patents (1976-2016). The task is: Predict the reactants needed to synthesize the given product. (1) Given the product [OH:70][C:65]1([CH3:64])[CH2:69][CH2:68][N:67]([C:21]([C:14]2[CH:15]=[C:16]3[C:11](=[CH:12][CH:13]=2)[NH:10][CH:9]([C:5]2[CH:6]=[CH:7][CH:8]=[C:3]([O:2][CH3:1])[CH:4]=2)[C:18]([CH3:20])([CH3:19])[CH2:17]3)=[O:22])[CH2:66]1, predict the reactants needed to synthesize it. The reactants are: [CH3:1][O:2][C:3]1[CH:4]=[C:5]([CH:9]2[C:18]([CH3:20])([CH3:19])[CH2:17][C:16]3[C:11](=[CH:12][CH:13]=[C:14]([C:21](O)=[O:22])[CH:15]=3)[NH:10]2)[CH:6]=[CH:7][CH:8]=1.C[NH3+].F[P-](F)(F)(F)(F)F.N1(OC(N(C)C)=[N+](C)C)C2N=CC=CC=2N=N1.F[P-](F)(F)(F)(F)F.C(N(CC)CC)C.[CH3:64][C:65]1([OH:70])[CH2:69][CH2:68][NH:67][CH2:66]1. (2) Given the product [NH2:30][C:27]1[CH:28]=[CH:29][C:24]([C:9]2[N:8]([C:6]([O:5][C:1]([CH3:4])([CH3:3])[CH3:2])=[O:7])[CH:12]=[CH:11][CH:10]=2)=[C:25]([F:31])[CH:26]=1, predict the reactants needed to synthesize it. The reactants are: [C:1]([O:5][C:6]([N:8]1[CH:12]=[CH:11][CH:10]=[C:9]1B(O)O)=[O:7])([CH3:4])([CH3:3])[CH3:2].C(=O)([O-])[O-].[Na+].[Na+].O.Br[C:24]1[CH:29]=[CH:28][C:27]([NH2:30])=[CH:26][C:25]=1[F:31]. (3) Given the product [CH2:1]([O:8][C:9]1[C:17]([CH3:21])=[CH:16][C:12]([C:13]([NH:47][NH2:55])=[O:15])=[CH:11][C:10]=1[CH2:19][CH3:20])[C:2]1[CH:3]=[CH:4][CH:5]=[CH:6][CH:7]=1, predict the reactants needed to synthesize it. The reactants are: [CH2:1]([O:8][C:9]1[C:10]([CH2:19][CH3:20])(C)[CH2:11][C:12](=[CH:16][CH:17]=1)[C:13]([OH:15])=O)[C:2]1[CH:7]=[CH:6][CH:5]=[CH:4][CH:3]=1.[CH3:21]CN(C(C)C)C(C)C.C1CN([P+](O[N:47]2[N:55]=NC3C=CC=CC2=3)(N2CCCC2)N2CCCC2)CC1.F[P-](F)(F)(F)(F)F.NN. (4) Given the product [C:26]1([S:23]([C:18]2[C:17]([CH2:16][C:8]3[C:9]4[C:14](=[CH:13][CH:12]=[C:11]([F:15])[CH:10]=4)[N:6]([CH2:5][C:4]([OH:33])=[O:3])[C:7]=3[CH3:32])=[CH:22][CH:21]=[CH:20][N:19]=2)(=[O:25])=[O:24])[CH:31]=[CH:30][CH:29]=[CH:28][CH:27]=1, predict the reactants needed to synthesize it. The reactants are: C([O:3][C:4](=[O:33])[CH2:5][N:6]1[C:14]2[C:9](=[CH:10][C:11]([F:15])=[CH:12][CH:13]=2)[C:8]([CH2:16][C:17]2[C:18]([S:23]([C:26]3[CH:31]=[CH:30][CH:29]=[CH:28][CH:27]=3)(=[O:25])=[O:24])=[N:19][CH:20]=[CH:21][CH:22]=2)=[C:7]1[CH3:32])C.[OH-].[K+]. (5) Given the product [I:7][C:8]1[CH:9]=[C:10]([CH:16]=[CH:17][CH:18]=1)[O:11][CH2:12][C:13]([N:21]([CH3:22])[CH3:19])=[O:14], predict the reactants needed to synthesize it. The reactants are: C(Cl)(=O)C(Cl)=O.[I:7][C:8]1[CH:9]=[C:10]([CH:16]=[CH:17][CH:18]=1)[O:11][CH2:12][C:13](O)=[O:14].[CH2:19]([N:21](CC)[CH2:22]C)C.CNC. (6) The reactants are: C(O[BH-](OC(=O)C)OC(=O)C)(=O)C.[Na+].[C:15]1([N:21]2[CH:25]=[C:24]([CH:26]=O)[N:23]=[N:22]2)[CH:20]=[CH:19][CH:18]=[CH:17][CH:16]=1.Cl.[NH2:29][CH2:30][C:31]([N:33]1[CH2:38][CH2:37][N:36]([C:39](=[O:51])[C:40]2[CH:45]=[C:44]([F:46])[CH:43]=[CH:42][C:41]=2[C:47]([F:50])([F:49])[F:48])[CH2:35][CH2:34]1)=[O:32].FC1C=CC(C(F)(F)F)=C(C=1)C(O)=O.C(=O)(O)[O-].[Na+]. Given the product [F:46][C:44]1[CH:43]=[CH:42][C:41]([C:47]([F:49])([F:48])[F:50])=[C:40]([CH:45]=1)[C:39]([N:36]1[CH2:37][CH2:38][N:33]([C:31](=[O:32])[CH2:30][NH:29][CH2:26][C:24]2[N:23]=[N:22][N:21]([C:15]3[CH:16]=[CH:17][CH:18]=[CH:19][CH:20]=3)[CH:25]=2)[CH2:34][CH2:35]1)=[O:51], predict the reactants needed to synthesize it. (7) The reactants are: [F:1][C:2]1[CH:3]=[C:4]([C:8]2[CH2:12][C:11]([C:14]([F:17])([F:16])[F:15])(O)[O:10][N:9]=2)[CH:5]=[CH:6][CH:7]=1.C1(C2CC(O)(C(F)(F)F)ON=2)C=CC=CC=1. Given the product [F:1][C:2]1[CH:3]=[C:4]([C:8]2[CH:12]=[C:11]([C:14]([F:15])([F:16])[F:17])[O:10][N:9]=2)[CH:5]=[CH:6][CH:7]=1, predict the reactants needed to synthesize it. (8) Given the product [C:72]([O:68][C:48]([CH3:47])([CH3:67])[CH2:49][N:50]([CH3:66])[CH2:51][CH2:52][CH:53]([C:60]1[CH:61]=[CH:62][CH:63]=[CH:64][CH:65]=1)[C:54]1[CH:55]=[CH:56][CH:57]=[CH:58][CH:59]=1)(=[O:73])[CH2:71][C:70]([CH3:69])=[O:74], predict the reactants needed to synthesize it. The reactants are: CC1NC(C)=C(C(OC(CN(CCC(C2C=CC=CC=2)C2C=CC=CC=2)C)(C)C)=O)C(C2C=CC=C([N+]([O-])=O)C=2)C=1C(OC)=O.Cl.[CH3:47][C:48]([OH:68])([CH3:67])[CH2:49][N:50]([CH3:66])[CH2:51][CH2:52][CH:53]([C:60]1[CH:65]=[CH:64][CH:63]=[CH:62][CH:61]=1)[C:54]1[CH:59]=[CH:58][CH:57]=[CH:56][CH:55]=1.[CH2:69]=[C:70]1[O:74][C:72](=[O:73])[CH2:71]1.